This data is from Catalyst prediction with 721,799 reactions and 888 catalyst types from USPTO. The task is: Predict which catalyst facilitates the given reaction. (1) Reactant: [O:1]1[CH2:6][CH2:5][CH:4]([C:7]([OH:9])=O)[CH2:3][CH2:2]1.[Br:10][C:11]1[CH:20]=[C:19]2[C:14]([CH2:15][CH2:16][N:17](C=O)[CH2:18]2)=[CH:13][CH:12]=1.[B-](F)(F)(F)F.CN(C(ON1C(=O)C=CC=C1)=[N+](C)C)C.C1C=CC2N(O)N=NC=2C=1.C(N(C(C)C)C(C)C)C.Cl. Product: [Br:10][C:11]1[CH:20]=[C:19]2[C:14]([CH2:15][CH2:16][N:17]([C:7]([CH:4]3[CH2:3][CH2:2][O:1][CH2:6][CH2:5]3)=[O:9])[CH2:18]2)=[CH:13][CH:12]=1. The catalyst class is: 158. (2) Reactant: F[C:2]([F:7])(F)[C:3]([O-])=O.[C:8]([C:11]1[C:12]([NH:25][C:26]2[CH:31]=CC=[CH:28][CH:27]=2)=[N:13][N:14]([C:16]2([CH2:22][C:23]#[N:24])[CH2:21][CH2:20][NH2+]CC2)[CH:15]=1)(=[O:10])[NH2:9].[CH3:32][O:33][CH2:34][CH2:35][O:36][C:37](Cl)=[O:38].[CH3:40][CH2:41][N:42](C(C)C)[CH:43](C)C. Product: [C:8]([C:11]1[C:12]([NH:25][C:26]2[CH:27]=[CH:28][C:2]([F:7])=[CH:3][CH:31]=2)=[N:13][N:14]([C@H:16]([CH:21]2[CH2:20][CH2:43][N:42]([C:37]([O:36][CH2:35][CH2:34][O:33][CH3:32])=[O:38])[CH2:41][CH2:40]2)[CH2:22][C:23]#[N:24])[CH:15]=1)(=[O:10])[NH2:9]. The catalyst class is: 2. (3) Reactant: [C:1]([C:3]1[CH:8]=[CH:7][C:6]([NH:9][S:10]([CH3:13])(=[O:12])=[O:11])=[C:5]([F:14])[CH:4]=1)#[N:2].[H][H]. Product: [NH2:2][CH2:1][C:3]1[CH:8]=[CH:7][C:6]([NH:9][S:10]([CH3:13])(=[O:12])=[O:11])=[C:5]([F:14])[CH:4]=1. The catalyst class is: 227. (4) Reactant: Cl.[NH2:2][C@H:3]1[CH2:6][C@H:5]([N:7]2[C:11]3=[N:12][CH:13]=[CH:14][N:15]=[C:10]3[N:9]([CH:16]3[CH2:18][CH2:17]3)[C:8]2=[O:19])[CH2:4]1.Cl[C:21]1[N:25]([CH3:26])[C:24]2[CH:27]=[CH:28][CH:29]=[CH:30][C:23]=2[N:22]=1.C(NC(C)C)(C)C. Product: [CH:16]1([N:9]2[C:10]3=[N:15][CH:14]=[CH:13][N:12]=[C:11]3[N:7]([C@H:5]3[CH2:6][C@H:3]([NH:2][C:21]4[N:25]([CH3:26])[C:24]5[CH:27]=[CH:28][CH:29]=[CH:30][C:23]=5[N:22]=4)[CH2:4]3)[C:8]2=[O:19])[CH2:17][CH2:18]1. The catalyst class is: 16.